This data is from Peptide-MHC class I binding affinity with 185,985 pairs from IEDB/IMGT. The task is: Regression. Given a peptide amino acid sequence and an MHC pseudo amino acid sequence, predict their binding affinity value. This is MHC class I binding data. (1) The peptide sequence is ILFMEMFFDY. The MHC is HLA-A03:01 with pseudo-sequence HLA-A03:01. The binding affinity (normalized) is 0.607. (2) The peptide sequence is SFPWLLGCAA. The MHC is Patr-A0901 with pseudo-sequence Patr-A0901. The binding affinity (normalized) is 0.628. (3) The peptide sequence is PLMGGAYIAFPTSCHMFI. The MHC is HLA-A30:02 with pseudo-sequence HLA-A30:02. The binding affinity (normalized) is 0.0231. (4) The peptide sequence is LRFLAIPPTA. The MHC is HLA-A30:01 with pseudo-sequence HLA-A30:01. The binding affinity (normalized) is 0.256.